From a dataset of Full USPTO retrosynthesis dataset with 1.9M reactions from patents (1976-2016). Predict the reactants needed to synthesize the given product. (1) Given the product [Br:23][C:24]1[CH:37]=[C:36]([F:38])[C:35]2[O:34][C:33]3[C:28](=[CH:29][C:30]([O:39][CH3:40])=[CH:31][CH:32]=3)[C@@:27]3([CH2:45][O:44][CH2:43][C:42](=[S:10])[NH:41]3)[C:26]=2[CH:25]=1, predict the reactants needed to synthesize it. The reactants are: COC1C=CC(P2(SP(C3C=CC(OC)=CC=3)(=S)S2)=[S:10])=CC=1.[Br:23][C:24]1[CH:37]=[C:36]([F:38])[C:35]2[O:34][C:33]3[C:28](=[CH:29][C:30]([O:39][CH3:40])=[CH:31][CH:32]=3)[C@@:27]3([CH2:45][O:44][CH2:43][C:42](=O)[NH:41]3)[C:26]=2[CH:25]=1. (2) Given the product [OH:8][N:9]1[C:15](=[O:16])[N:14]2[CH2:17][C@H:10]1[CH2:11][CH2:12][C@H:13]2[C:18]([NH:20][O:21][CH2:22][C:23]1[C:31]2[CH:30]3[CH2:32][CH:27]([CH2:28][CH2:29]3)[C:26]=2[N:25]([CH3:33])[N:24]=1)=[O:19], predict the reactants needed to synthesize it. The reactants are: C([O:8][N:9]1[C:15](=[O:16])[N:14]2[CH2:17][C@H:10]1[CH2:11][CH2:12][C@H:13]2[C:18]([NH:20][O:21][CH2:22][C:23]1[C:31]2[CH:30]3[CH2:32][CH:27]([CH2:28][CH2:29]3)[C:26]=2[N:25]([CH3:33])[N:24]=1)=[O:19])C1C=CC=CC=1.